From a dataset of Reaction yield outcomes from USPTO patents with 853,638 reactions. Predict the reaction yield, written as a fraction of the theoretical maximum amount of product (1.0 means a 100% yield; for example, 0.34 means a 34% yield). (1) The reactants are [F:1][C:2]([F:23])([C:19]([F:22])([F:21])[F:20])[CH2:3][CH2:4][CH2:5][CH:6]([CH2:12][CH2:13][CH2:14][CH2:15][CH2:16][CH:17]=[CH2:18])[C:7]([O:9][CH2:10][CH3:11])=[O:8].ICCCC(F)(F)C(F)(F)F.C(OCC)(=O)CC(OCC)=O.ICCCCCC=C.[CH3:54][O:55][C:56]1[CH:65]=[C:64]2[C:59]([C@H:60]([CH2:75]C=C)[C@@:61]([C:67]3[CH:72]=[CH:71][C:70]([O:73][CH3:74])=[CH:69][CH:68]=3)([CH3:66])[CH2:62][S:63]2)=[CH:58][CH:57]=1. The catalyst is ClCCl.C1CCC(P(C2CCCCC2)C2CCCCC2)CC1.C1CCC(P(C2CCCCC2)C2CCCCC2)CC1.C1C=CC(C=[Ru](Cl)Cl)=CC=1. The product is [CH3:54][O:55][C:56]1[CH:65]=[C:64]2[C:59]([C@H:60]([CH2:75][CH:18]=[CH:17][CH2:16][CH2:15][CH2:14][CH2:13][CH2:12][CH:6]([CH2:5][CH2:4][CH2:3][C:2]([F:23])([F:1])[C:19]([F:20])([F:21])[F:22])[C:7]([O:9][CH2:10][CH3:11])=[O:8])[C@@:61]([C:67]3[CH:68]=[CH:69][C:70]([O:73][CH3:74])=[CH:71][CH:72]=3)([CH3:66])[CH2:62][S:63]2)=[CH:58][CH:57]=1. The yield is 0.720. (2) The reactants are C(=NO)C1C(=CC=CC=1)O.C([O-])([O-])=O.[Cs+].[Cs+].[NH:17]1[C:21]([C:22]2[C:27](=[O:28])[CH:26]=[CH:25][N:24]([C:29]3[CH:34]=[CH:33][CH:32]=[C:31]([C:35]([F:38])([F:37])[F:36])[CH:30]=3)[N:23]=2)=[CH:20][CH:19]=[N:18]1.I[C:40]1[CH:44]=[CH:43][S:42][CH:41]=1. The catalyst is CC#N.CCOC(C)=O.O.[Cu-]=O. The product is [S:42]1[CH:43]=[CH:44][C:40]([N:17]2[C:21]([C:22]3[C:27](=[O:28])[CH:26]=[CH:25][N:24]([C:29]4[CH:34]=[CH:33][CH:32]=[C:31]([C:35]([F:37])([F:36])[F:38])[CH:30]=4)[N:23]=3)=[CH:20][CH:19]=[N:18]2)=[CH:41]1. The yield is 0.0200. (3) The product is [Br:14][C:15]1[N:20]=[C:19]([C:21]([O:23][CH3:24])=[O:22])[C:18]([O:25][CH2:27][O:28][CH3:29])=[CH:17][CH:16]=1. The yield is 1.00. The reactants are C(N(C(C)C)CC)(C)C.C(Cl)(Cl)Cl.[Br:14][C:15]1[N:20]=[C:19]([C:21]([O:23][CH3:24])=[O:22])[C:18]([OH:25])=[CH:17][CH:16]=1.Cl[CH2:27][O:28][CH3:29]. The catalyst is O. (4) The reactants are [Cl:1][C:2]1[CH:3]=[C:4]([C:9]2([C:14](O)=O)[CH2:13][CH2:12][CH2:11][CH2:10]2)[CH:5]=[CH:6][C:7]=1[Cl:8].[CH3:17][NH:18][CH3:19]. No catalyst specified. The product is [Cl:1][C:2]1[CH:3]=[C:4]([C:9]2([CH2:14][N:18]([CH3:19])[CH3:17])[CH2:13][CH2:12][CH2:11][CH2:10]2)[CH:5]=[CH:6][C:7]=1[Cl:8]. The yield is 0.870. (5) The reactants are [CH3:1][C@H:2]1[CH2:8][N:7]([C:9]([O:11][C:12]([CH3:15])([CH3:14])[CH3:13])=[O:10])[CH2:6][C:5]2[S:16][CH:17]=[C:18](/[CH:19]=[CH:20]\[CH3:21])[C:4]=2[O:3]1. The catalyst is C1COCC1.CO.[Pd]. The product is [CH3:1][C@H:2]1[CH2:8][N:7]([C:9]([O:11][C:12]([CH3:13])([CH3:14])[CH3:15])=[O:10])[CH2:6][C:5]2[S:16][CH:17]=[C:18]([CH2:19][CH2:20][CH3:21])[C:4]=2[O:3]1. The yield is 0.930. (6) The reactants are [CH2:1](Br)[CH:2]=[CH2:3].[CH2:5]1[O:9][C:8]2[CH:10]=[C:11]([OH:14])[CH:12]=[CH:13][C:7]=2[O:6]1.C(=O)([O-])[O-].[K+].[K+]. The catalyst is CC(C)=O. The product is [CH2:5]1[O:6][C:7]2[CH:13]=[CH:12][C:11]([O:14][CH2:3][CH:2]=[CH2:1])=[CH:10][C:8]=2[O:9]1. The yield is 0.940. (7) The product is [CH3:20][O:19][C:16]1[CH:17]=[CH:18][C:13]([N:7]2[CH:8]=[C:3]([C:2]([F:1])([F:10])[F:11])[CH:4]=[CH:5][C:6]2=[O:9])=[CH:14][CH:15]=1. The catalyst is N.[Cu]I. The reactants are [F:1][C:2]([F:11])([F:10])[C:3]1[CH:4]=[CH:5][C:6](=[O:9])[NH:7][CH:8]=1.I[C:13]1[CH:18]=[CH:17][C:16]([O:19][CH3:20])=[CH:15][CH:14]=1.C([O-])([O-])=O.[K+].[K+].CN(C=O)C. The yield is 0.392.